From a dataset of NCI-60 drug combinations with 297,098 pairs across 59 cell lines. Regression. Given two drug SMILES strings and cell line genomic features, predict the synergy score measuring deviation from expected non-interaction effect. (1) Drug 1: C1=CC(=CC=C1CC(C(=O)O)N)N(CCCl)CCCl.Cl. Drug 2: CC12CCC3C(C1CCC2O)C(CC4=C3C=CC(=C4)O)CCCCCCCCCS(=O)CCCC(C(F)(F)F)(F)F. Cell line: SK-MEL-28. Synergy scores: CSS=0.535, Synergy_ZIP=-0.255, Synergy_Bliss=3.31, Synergy_Loewe=-1.02, Synergy_HSA=-0.642. (2) Drug 1: CCC1(CC2CC(C3=C(CCN(C2)C1)C4=CC=CC=C4N3)(C5=C(C=C6C(=C5)C78CCN9C7C(C=CC9)(C(C(C8N6C=O)(C(=O)OC)O)OC(=O)C)CC)OC)C(=O)OC)O.OS(=O)(=O)O. Drug 2: CC1CCC2CC(C(=CC=CC=CC(CC(C(=O)C(C(C(=CC(C(=O)CC(OC(=O)C3CCCCN3C(=O)C(=O)C1(O2)O)C(C)CC4CCC(C(C4)OC)O)C)C)O)OC)C)C)C)OC. Cell line: A549. Synergy scores: CSS=1.62, Synergy_ZIP=-0.532, Synergy_Bliss=-0.0601, Synergy_Loewe=-1.55, Synergy_HSA=-1.35. (3) Drug 1: C1=CC(=C2C(=C1NCCNCCO)C(=O)C3=C(C=CC(=C3C2=O)O)O)NCCNCCO. Drug 2: C1CCC(CC1)NC(=O)N(CCCl)N=O. Cell line: NCIH23. Synergy scores: CSS=41.3, Synergy_ZIP=-12.6, Synergy_Bliss=-12.5, Synergy_Loewe=-32.6, Synergy_HSA=-9.00. (4) Drug 1: CCCCC(=O)OCC(=O)C1(CC(C2=C(C1)C(=C3C(=C2O)C(=O)C4=C(C3=O)C=CC=C4OC)O)OC5CC(C(C(O5)C)O)NC(=O)C(F)(F)F)O. Drug 2: CC1=C(C(=O)C2=C(C1=O)N3CC4C(C3(C2COC(=O)N)OC)N4)N. Cell line: A498. Synergy scores: CSS=49.3, Synergy_ZIP=-7.22, Synergy_Bliss=-6.64, Synergy_Loewe=-10.2, Synergy_HSA=-3.59.